This data is from Peptide-MHC class I binding affinity with 185,985 pairs from IEDB/IMGT. The task is: Regression. Given a peptide amino acid sequence and an MHC pseudo amino acid sequence, predict their binding affinity value. This is MHC class I binding data. (1) The peptide sequence is MHEDIISLW. The MHC is HLA-A02:02 with pseudo-sequence HLA-A02:02. The binding affinity (normalized) is 0.0763. (2) The peptide sequence is CTNTFVLKK. The MHC is HLA-A01:01 with pseudo-sequence HLA-A01:01. The binding affinity (normalized) is 0.211. (3) The peptide sequence is IVLPEKDSW. The MHC is HLA-A02:03 with pseudo-sequence HLA-A02:03. The binding affinity (normalized) is 0. (4) The peptide sequence is IHLDKGGQF. The MHC is HLA-A26:01 with pseudo-sequence HLA-A26:01. The binding affinity (normalized) is 0.0847. (5) The peptide sequence is IRQGLELTL. The MHC is HLA-B27:05 with pseudo-sequence HLA-B27:05. The binding affinity (normalized) is 0.620.